From a dataset of Forward reaction prediction with 1.9M reactions from USPTO patents (1976-2016). Predict the product of the given reaction. Given the reactants [CH3:1][O:2][C:3]1[CH:25]=[CH:24][CH:23]=[CH:22][C:4]=1[CH2:5][O:6][C:7]1[CH:12]=[CH:11][C:10]([C:13](=[O:21])[CH2:14][CH2:15][C:16]([O:18]CC)=[O:17])=[CH:9][CH:8]=1.[OH-].[Na+].Cl, predict the reaction product. The product is: [CH3:1][O:2][C:3]1[CH:25]=[CH:24][CH:23]=[CH:22][C:4]=1[CH2:5][O:6][C:7]1[CH:8]=[CH:9][C:10]([C:13](=[O:21])[CH2:14][CH2:15][C:16]([OH:18])=[O:17])=[CH:11][CH:12]=1.